Dataset: Catalyst prediction with 721,799 reactions and 888 catalyst types from USPTO. Task: Predict which catalyst facilitates the given reaction. Reactant: [OH:1][CH:2]([CH2:13][O:14][Si:15]([CH3:21])([CH3:20])[C:16]([CH3:19])([CH3:18])[CH3:17])[C:3]([O:5][CH2:6][C:7]1[CH:12]=[CH:11][CH:10]=[CH:9][CH:8]=1)=[O:4].CC(OI1(OC(C)=O)(OC(C)=O)OC(=O)C2C1=CC=CC=2)=O. Product: [O:1]=[C:2]([CH2:13][O:14][Si:15]([CH3:20])([CH3:21])[C:16]([CH3:17])([CH3:18])[CH3:19])[C:3]([O:5][CH2:6][C:7]1[CH:8]=[CH:9][CH:10]=[CH:11][CH:12]=1)=[O:4]. The catalyst class is: 4.